Dataset: Forward reaction prediction with 1.9M reactions from USPTO patents (1976-2016). Task: Predict the product of the given reaction. (1) Given the reactants [Cl:1][C:2]1[C:3]([CH2:8][NH:9][C:10]([CH:12]2[CH2:17][CH2:16][C:15](=O)[CH2:14][CH2:13]2)=[O:11])=[N:4][CH:5]=[CH:6][N:7]=1.[NH:19]1[CH2:24][CH2:23][O:22][CH2:21][CH2:20]1, predict the reaction product. The product is: [Cl:1][C:2]1[C:3]([CH2:8][NH:9][C:10]([CH:12]2[CH2:17][CH2:16][CH:15]([N:19]3[CH2:24][CH2:23][O:22][CH2:21][CH2:20]3)[CH2:14][CH2:13]2)=[O:11])=[N:4][CH:5]=[CH:6][N:7]=1. (2) Given the reactants [Li+].[CH3:2]CC[CH2-].C(NC(C)C)(C)C.C[Si](C=[N+]=[N-])(C)C.[C:20]1([C:30]2[N:31]3[CH2:39][CH2:38][N:37]=[C:32]3[S:33][C:34]=2[CH:35]=O)[C:29]2[C:24](=[CH:25][CH:26]=[CH:27][CH:28]=2)[CH:23]=[CH:22][CH:21]=1, predict the reaction product. The product is: [C:35]([C:34]1[S:33][C:32]2=[N:37][CH2:38][CH2:39][N:31]2[C:30]=1[C:20]1[C:29]2[C:24](=[CH:25][CH:26]=[CH:27][CH:28]=2)[CH:23]=[CH:22][CH:21]=1)#[CH:2]. (3) Given the reactants [F:1][C:2]1[CH:27]=[CH:26][CH:25]=[C:24]([F:28])[C:3]=1[C:4]([NH:6][C:7]1[CH:11]=[CH:10][N:9]([CH2:12][C:13]2[CH:18]=[C:17]([OH:19])[CH:16]=[CH:15][C:14]=2[C:20]([F:23])([F:22])[F:21])[N:8]=1)=[O:5].CC(C)([O-])C.[K+].Br[CH2:36][CH:37]1[CH2:39][CH2:38]1, predict the reaction product. The product is: [CH:37]1([CH2:36][O:19][C:17]2[CH:16]=[CH:15][C:14]([C:20]([F:23])([F:21])[F:22])=[C:13]([CH2:12][N:9]3[CH:10]=[CH:11][C:7]([NH:6][C:4](=[O:5])[C:3]4[C:2]([F:1])=[CH:27][CH:26]=[CH:25][C:24]=4[F:28])=[N:8]3)[CH:18]=2)[CH2:39][CH2:38]1. (4) Given the reactants [OH-].[Na+].[Br:3][C:4]1[CH:9]=[CH:8][C:7]([CH2:10][C:11]#[N:12])=[CH:6][CH:5]=1.[CH3:13][CH3:14], predict the reaction product. The product is: [Br:3][C:4]1[CH:9]=[CH:8][C:7]([C:10]2([C:11]#[N:12])[CH2:14][CH2:13]2)=[CH:6][CH:5]=1.